Dataset: Peptide-MHC class II binding affinity with 134,281 pairs from IEDB. Task: Regression. Given a peptide amino acid sequence and an MHC pseudo amino acid sequence, predict their binding affinity value. This is MHC class II binding data. The peptide sequence is GVWTFDSEEPLQGPF. The MHC is DRB1_0802 with pseudo-sequence DRB1_0802. The binding affinity (normalized) is 0.160.